This data is from Full USPTO retrosynthesis dataset with 1.9M reactions from patents (1976-2016). The task is: Predict the reactants needed to synthesize the given product. (1) Given the product [CH3:62][O:61][C:43]1[C:44]([O:48][CH:49]2[CH2:54][CH2:53][N:52]([C:55]([O:57][CH:58]([CH3:60])[CH3:59])=[O:56])[CH2:51][CH2:50]2)=[N:45][CH:46]=[N:47][C:42]=1[N:70]1[C:71]2[C:67](=[CH:66][C:65]([S:64][CH3:63])=[CH:73][CH:72]=2)[CH2:68][CH2:69]1, predict the reactants needed to synthesize it. The reactants are: C1(P(C2CCCCC2)C2C=CC=CC=2C2C(C(C)C)=CC(C(C)C)=CC=2C(C)C)CCCCC1.CC(C)([O-])C.[Na+].Cl[C:42]1[N:47]=[CH:46][N:45]=[C:44]([O:48][CH:49]2[CH2:54][CH2:53][N:52]([C:55]([O:57][CH:58]([CH3:60])[CH3:59])=[O:56])[CH2:51][CH2:50]2)[C:43]=1[O:61][CH3:62].[CH3:63][S:64][C:65]1[CH:66]=[C:67]2[C:71](=[CH:72][CH:73]=1)[NH:70][CH2:69][CH2:68]2. (2) Given the product [C:1]1([C:7]2[CH:16]=[C:15]3[C:10]([CH:11]=[CH:12][CH:13]=[N:14]3)=[C:9]([O:17][C@@H:19]([C@H:21]3[CH2:25][NH:24][C:23](=[O:34])[CH2:22]3)[CH3:20])[CH:8]=2)[CH:2]=[CH:3][CH:4]=[CH:5][CH:6]=1, predict the reactants needed to synthesize it. The reactants are: [C:1]1([C:7]2[CH:8]=[C:9]([OH:17])[C:10]3[CH:11]=[CH:12][CH:13]=[N:14][C:15]=3[CH:16]=2)[CH:6]=[CH:5][CH:4]=[CH:3][CH:2]=1.O[C@H:19]([C@H:21]1[CH2:25][N:24]([C@@H](C2C=CC=CC=2)C)[C:23](=[O:34])[CH2:22]1)[CH3:20].C1(P(C2C=CC=CC=2)C2C=CC=CC=2)C=CC=CC=1.C(OC(N=NC(OC(C)(C)C)=O)=O)(C)(C)C. (3) Given the product [CH3:16][O:15][C:11]1[CH:12]=[C:13]2[C:8](=[CH:9][CH:10]=1)[N:7]([CH2:18][C:19]1[C:28]3[C:23](=[CH:24][CH:25]=[CH:26][CH:27]=3)[CH:22]=[CH:21][CH:20]=1)[C:6]([C:4]([OH:3])=[O:5])=[CH:14]2, predict the reactants needed to synthesize it. The reactants are: C([O:3][C:4]([C:6]1[NH:7][C:8]2[C:13]([CH:14]=1)=[CH:12][C:11]([O:15][CH3:16])=[CH:10][CH:9]=2)=[O:5])C.Br[CH2:18][C:19]1[C:28]2[C:23](=[CH:24][CH:25]=[CH:26][CH:27]=2)[CH:22]=[CH:21][CH:20]=1. (4) Given the product [NH2:34][C@@H:25]1[C@H:24]([NH:23][C:18]2[N:17]=[CH:16][C:15]3[C:20](=[CH:21][CH:22]=[C:13]([C:3]4[C:4]([Cl:12])=[C:5]([O:10][CH3:11])[CH:6]=[C:7]([O:8][CH3:9])[C:2]=4[Cl:1])[CH:14]=3)[N:19]=2)[CH2:28][C@@H:27]([C:29]([N:30]([CH3:32])[CH3:31])=[O:33])[CH2:26]1, predict the reactants needed to synthesize it. The reactants are: [Cl:1][C:2]1[C:7]([O:8][CH3:9])=[CH:6][C:5]([O:10][CH3:11])=[C:4]([Cl:12])[C:3]=1[C:13]1[CH:14]=[C:15]2[C:20](=[CH:21][CH:22]=1)[N:19]=[C:18]([NH:23][C@@H:24]1[CH2:28][C@@H:27]([C:29](=[O:33])[N:30]([CH3:32])[CH3:31])[CH2:26][C@@H:25]1[NH:34]C(=O)OC(C)(C)C)[N:17]=[CH:16]2.Cl. (5) Given the product [CH3:36][C:5]1[CH:10]=[C:9]([C:11]#[C:12][C:13]2[CH:14]=[N:15][N:16]3[C:21]([C:22]([F:25])([F:24])[F:23])=[CH:20][C:19]([C:26]4[CH:31]=[CH:30][C:29]([C:32]([F:35])([F:34])[F:33])=[CH:28][CH:27]=4)=[N:18][C:17]=23)[CH:8]=[CH:7][N:6]=1, predict the reactants needed to synthesize it. The reactants are: C[Zn]C.Cl[C:5]1[CH:10]=[C:9]([C:11]#[C:12][C:13]2[CH:14]=[N:15][N:16]3[C:21]([C:22]([F:25])([F:24])[F:23])=[CH:20][C:19]([C:26]4[CH:31]=[CH:30][C:29]([C:32]([F:35])([F:34])[F:33])=[CH:28][CH:27]=4)=[N:18][C:17]=23)[CH:8]=[CH:7][N:6]=1.[CH3:36]COC(C)=O.